This data is from Forward reaction prediction with 1.9M reactions from USPTO patents (1976-2016). The task is: Predict the product of the given reaction. Given the reactants [OH:1][C@@H:2]1[CH2:6][CH2:5][N:4]([C:7]2[C:8]3[N:9]([N:13]=[C:14]([NH:16][C:17]4[CH:25]=[C:24]5[C:20]([C:21]([CH3:28])([CH3:27])[C:22](=[O:26])[NH:23]5)=[CH:19][CH:18]=4)[N:15]=3)[CH:10]=[CH:11][N:12]=2)[CH2:3]1.O[C@H]1CCNC1, predict the reaction product. The product is: [OH:1][C@H:2]1[CH2:6][CH2:5][N:4]([C:7]2[C:8]3[N:9]([N:13]=[C:14]([NH:16][C:17]4[CH:25]=[C:24]5[C:20]([C:21]([CH3:28])([CH3:27])[C:22](=[O:26])[NH:23]5)=[CH:19][CH:18]=4)[N:15]=3)[CH:10]=[CH:11][N:12]=2)[CH2:3]1.